Dataset: Reaction yield outcomes from USPTO patents with 853,638 reactions. Task: Predict the reaction yield, written as a fraction of the theoretical maximum amount of product (1.0 means a 100% yield; for example, 0.34 means a 34% yield). The reactants are [NH2:1][C:2]1[CH:3]=[CH:4][C:5]([N:10]2[CH2:15][CH2:14][CH:13]([CH:16]([C:23]3[CH:28]=[CH:27][CH:26]=[CH:25][CH:24]=3)[C:17]3[CH:22]=[CH:21][CH:20]=[CH:19][CH:18]=3)[CH2:12][CH2:11]2)=[C:6]([CH:9]=1)[C:7]#[N:8].[CH3:29][C:30]1[C:34]([N:35]=[C:36]=[O:37])=[C:33]([CH3:38])[O:32][N:31]=1. No catalyst specified. The product is [CH:16]([CH:13]1[CH2:12][CH2:11][N:10]([C:5]2[CH:4]=[CH:3][C:2]([NH:1][C:36]([NH:35][C:34]3[C:30]([CH3:29])=[N:31][O:32][C:33]=3[CH3:38])=[O:37])=[CH:9][C:6]=2[C:7]#[N:8])[CH2:15][CH2:14]1)([C:17]1[CH:18]=[CH:19][CH:20]=[CH:21][CH:22]=1)[C:23]1[CH:24]=[CH:25][CH:26]=[CH:27][CH:28]=1. The yield is 0.806.